This data is from Forward reaction prediction with 1.9M reactions from USPTO patents (1976-2016). The task is: Predict the product of the given reaction. Given the reactants Cl[C:2]1[C:11]2[C:6](=[CH:7][CH:8]=[CH:9][CH:10]=2)[C:5]([CH2:12][O:13][CH2:14][C:15]#[CH:16])=[N:4][N:3]=1.[NH2:17][C:18]1[CH:32]=[CH:31][C:21]2[N:22]([C:25]3[CH:30]=[CH:29][CH:28]=[CH:27][CH:26]=3)[CH:23]=[N:24][C:20]=2[CH:19]=1, predict the reaction product. The product is: [C:25]1([N:22]2[C:21]3[CH:31]=[CH:32][C:18]([NH:17][C:2]4[C:11]5[C:6](=[CH:7][CH:8]=[CH:9][CH:10]=5)[C:5]([CH2:12][O:13][CH2:14][C:15]#[CH:16])=[N:4][N:3]=4)=[CH:19][C:20]=3[N:24]=[CH:23]2)[CH:30]=[CH:29][CH:28]=[CH:27][CH:26]=1.